From a dataset of Forward reaction prediction with 1.9M reactions from USPTO patents (1976-2016). Predict the product of the given reaction. (1) Given the reactants C[O:2][C:3]([C:5]1[S:6][CH:7]=[CH:8][C:9]=1[N:10]([C@H:20]1[CH2:25][CH2:24][C@H:23]([OH:26])[CH2:22][CH2:21]1)[C:11]([C@H:13]1[CH2:18][CH2:17][C@H:16]([CH3:19])[CH2:15][CH2:14]1)=[O:12])=[O:4].[OH-].[Li+], predict the reaction product. The product is: [OH:26][C@H:23]1[CH2:24][CH2:25][C@H:20]([N:10]([C:11]([C@H:13]2[CH2:14][CH2:15][C@H:16]([CH3:19])[CH2:17][CH2:18]2)=[O:12])[C:9]2[CH:8]=[CH:7][S:6][C:5]=2[C:3]([OH:4])=[O:2])[CH2:21][CH2:22]1. (2) The product is: [NH:15]1[C:16]2[C:12](=[CH:11][C:10]([NH:9][C@@H:5]3[CH2:6][CH2:7][CH2:8][N:3]([CH2:19][C:21]4[CH:22]=[C:23]([CH:31]=[CH:32][CH:33]=4)[O:24][CH2:25][CH2:26][NH:27][C:28](=[O:30])[CH3:29])[CH2:4]3)=[CH:18][CH:17]=2)[CH:13]=[N:14]1. Given the reactants Cl.Cl.[NH:3]1[CH2:8][CH2:7][CH2:6][C@@H:5]([NH:9][C:10]2[CH:11]=[C:12]3[C:16](=[CH:17][CH:18]=2)[NH:15][N:14]=[CH:13]3)[CH2:4]1.[CH:19]([C:21]1[CH:22]=[C:23]([CH:31]=[CH:32][CH:33]=1)[O:24][CH2:25][CH2:26][NH:27][C:28](=[O:30])[CH3:29])=O.C([O-])(=O)C.[Na+].C([BH3-])#N.[Na+], predict the reaction product.